This data is from Forward reaction prediction with 1.9M reactions from USPTO patents (1976-2016). The task is: Predict the product of the given reaction. Given the reactants Br[C:2]1[C:7]([O:8][CH3:9])=[C:6]([F:10])[CH:5]=[CH:4][C:3]=1[F:11].CC1(C)C(C)(C)OB([C:20]2[CH2:21][CH2:22][N:23]([C:26]([O:28][C:29]([CH3:32])([CH3:31])[CH3:30])=[O:27])[CH2:24][CH:25]=2)O1.C([O-])([O-])=O.[K+].[K+], predict the reaction product. The product is: [C:29]([O:28][C:26]([N:23]1[CH2:22][CH:21]=[C:20]([C:2]2[C:3]([F:11])=[CH:4][CH:5]=[C:6]([F:10])[C:7]=2[O:8][CH3:9])[CH2:25][CH2:24]1)=[O:27])([CH3:32])([CH3:30])[CH3:31].